From a dataset of NCI-60 drug combinations with 297,098 pairs across 59 cell lines. Regression. Given two drug SMILES strings and cell line genomic features, predict the synergy score measuring deviation from expected non-interaction effect. (1) Drug 1: CN(CCCl)CCCl.Cl. Drug 2: C1CCC(C(C1)N)N.C(=O)(C(=O)[O-])[O-].[Pt+4]. Cell line: HCT116. Synergy scores: CSS=72.4, Synergy_ZIP=3.67, Synergy_Bliss=3.24, Synergy_Loewe=5.77, Synergy_HSA=8.60. (2) Drug 1: COC1=C2C(=CC3=C1OC=C3)C=CC(=O)O2. Drug 2: C1CCC(C(C1)N)N.C(=O)(C(=O)[O-])[O-].[Pt+4]. Cell line: SW-620. Synergy scores: CSS=11.9, Synergy_ZIP=-13.2, Synergy_Bliss=-20.0, Synergy_Loewe=-21.9, Synergy_HSA=-17.5. (3) Drug 1: C1=C(C(=O)NC(=O)N1)F. Drug 2: CC1CCCC2(C(O2)CC(NC(=O)CC(C(C(=O)C(C1O)C)(C)C)O)C(=CC3=CSC(=N3)C)C)C. Cell line: UACC62. Synergy scores: CSS=41.2, Synergy_ZIP=-3.60, Synergy_Bliss=-7.11, Synergy_Loewe=-5.79, Synergy_HSA=-5.92. (4) Drug 1: C1=NNC2=C1C(=O)NC=N2. Drug 2: CC1=C(C(=O)C2=C(C1=O)N3CC4C(C3(C2COC(=O)N)OC)N4)N. Cell line: CCRF-CEM. Synergy scores: CSS=64.0, Synergy_ZIP=2.13, Synergy_Bliss=0.528, Synergy_Loewe=-33.6, Synergy_HSA=2.27. (5) Synergy scores: CSS=43.7, Synergy_ZIP=-1.39, Synergy_Bliss=-10.0, Synergy_Loewe=-71.5, Synergy_HSA=-12.3. Cell line: HL-60(TB). Drug 2: CC=C1C(=O)NC(C(=O)OC2CC(=O)NC(C(=O)NC(CSSCCC=C2)C(=O)N1)C(C)C)C(C)C. Drug 1: CN(C)C1=NC(=NC(=N1)N(C)C)N(C)C. (6) Drug 1: C1C(C(OC1N2C=NC(=NC2=O)N)CO)O. Drug 2: C(CN)CNCCSP(=O)(O)O. Cell line: M14. Synergy scores: CSS=-7.73, Synergy_ZIP=9.39, Synergy_Bliss=10.5, Synergy_Loewe=-3.75, Synergy_HSA=-2.68. (7) Synergy scores: CSS=5.34, Synergy_ZIP=-10.2, Synergy_Bliss=-17.6, Synergy_Loewe=-20.8, Synergy_HSA=-18.6. Drug 2: CC12CCC3C(C1CCC2O)C(CC4=C3C=CC(=C4)O)CCCCCCCCCS(=O)CCCC(C(F)(F)F)(F)F. Cell line: HCT-15. Drug 1: CC1=C(N=C(N=C1N)C(CC(=O)N)NCC(C(=O)N)N)C(=O)NC(C(C2=CN=CN2)OC3C(C(C(C(O3)CO)O)O)OC4C(C(C(C(O4)CO)O)OC(=O)N)O)C(=O)NC(C)C(C(C)C(=O)NC(C(C)O)C(=O)NCCC5=NC(=CS5)C6=NC(=CS6)C(=O)NCCC[S+](C)C)O. (8) Drug 1: C1C(C(OC1N2C=NC3=C(N=C(N=C32)Cl)N)CO)O. Drug 2: C1=CC=C(C=C1)NC(=O)CCCCCCC(=O)NO. Cell line: RXF 393. Synergy scores: CSS=11.0, Synergy_ZIP=-3.87, Synergy_Bliss=-1.85, Synergy_Loewe=-0.983, Synergy_HSA=0.489. (9) Drug 1: CC1=C2C(C(=O)C3(C(CC4C(C3C(C(C2(C)C)(CC1OC(=O)C(C(C5=CC=CC=C5)NC(=O)OC(C)(C)C)O)O)OC(=O)C6=CC=CC=C6)(CO4)OC(=O)C)OC)C)OC. Drug 2: CCN(CC)CCNC(=O)C1=C(NC(=C1C)C=C2C3=C(C=CC(=C3)F)NC2=O)C. Cell line: KM12. Synergy scores: CSS=54.3, Synergy_ZIP=-1.43, Synergy_Bliss=-3.47, Synergy_Loewe=-17.7, Synergy_HSA=1.06.